This data is from Full USPTO retrosynthesis dataset with 1.9M reactions from patents (1976-2016). The task is: Predict the reactants needed to synthesize the given product. (1) Given the product [Br:21][C:6]1[N:18]=[C:9]2[CH:10]=[CH:11][C:12]([C:14]([F:17])([F:16])[F:15])=[CH:13][N:8]2[CH:7]=1, predict the reactants needed to synthesize it. The reactants are: Br.C(O[CH2:6][CH2:7][N:8]1[CH:13]=[C:12]([C:14]([F:17])([F:16])[F:15])[CH:11]=[CH:10][C:9]1=[NH:18])(=O)C.P(Br)(Br)([Br:21])=O.C(#N)CC.C(=O)(O)[O-].[Na+]. (2) Given the product [S:27](=[O:30])(=[O:29])([O:25][C:22]1[CH:21]=[CH:20][C:19]([S:16]([N:6]2[C@@H:5]([CH3:26])[C:4]3[C:13](=[CH:14][CH:15]=[C:2]([F:1])[CH:3]=3)[C:12]3[CH:11]=[CH:10][CH:9]=[CH:8][C:7]2=3)(=[O:18])=[O:17])=[CH:24][CH:23]=1)[NH2:28], predict the reactants needed to synthesize it. The reactants are: [F:1][C:2]1[CH:3]=[C:4]2[C:13](=[CH:14][CH:15]=1)[C:12]1[CH:11]=[CH:10][CH:9]=[CH:8][C:7]=1[N:6]([S:16]([C:19]1[CH:24]=[CH:23][C:22]([OH:25])=[CH:21][CH:20]=1)(=[O:18])=[O:17])[C@H:5]2[CH3:26].[S:27](Cl)(=[O:30])(=[O:29])[NH2:28].O. (3) Given the product [NH:24]1[C:19]2[CH:20]=[CH:21][CH:22]=[CH:23][C:18]=2[N:25]=[C:7]1[C:6]1[CH:9]=[CH:10][C:11]([CH3:26])=[C:4]([NH2:1])[CH:5]=1, predict the reactants needed to synthesize it. The reactants are: [N+:1]([C:4]1[CH:5]=[C:6]([CH:9]=[CH:10][CH:11]=1)[CH:7]=O)([O-])=O.S(=O)(=O)(O)[O-].[Na+].[C:18]1([NH2:25])[CH:23]=[CH:22][CH:21]=[CH:20][C:19]=1[NH2:24].[CH3:26]N(C=O)C. (4) Given the product [CH3:4][CH:3]1[CH2:19][CH:2]1[CH2:1][N:5]([CH2:16][CH2:17][CH3:18])[C:6](=[O:15])[O:7][CH2:8][C:9]1[CH:10]=[CH:11][CH:12]=[CH:13][CH:14]=1, predict the reactants needed to synthesize it. The reactants are: [CH2:1]([N:5]([CH2:16][CH2:17][CH3:18])[C:6](=[O:15])[O:7][CH2:8][C:9]1[CH:14]=[CH:13][CH:12]=[CH:11][CH:10]=1)/[CH:2]=[CH:3]/[CH3:4].[CH2:19]([Zn]CC)C.ICI. (5) Given the product [CH2:2]([O:4][C:5]([C:7]1[N:8]2[CH2:12][CH2:11][N:10]([C:13]3[C:14]([CH3:21])=[CH:15][C:16]([CH3:20])=[CH:17][C:18]=3[CH3:19])[C:9]2=[N:22][C:23]=1[CH3:24])=[O:6])[CH3:3], predict the reactants needed to synthesize it. The reactants are: [Br-].[CH2:2]([O:4][C:5]([CH2:7][N:8]1[CH:12]=[CH:11][N+:10]([C:13]2[C:18]([CH3:19])=[CH:17][C:16]([CH3:20])=[CH:15][C:14]=2[CH3:21])=[C:9]1[NH2:22])=[O:6])[CH3:3].[C:23]([O-])(=O)[CH3:24].[Na+].C(OC(=O)C)(=O)C.C(=O)(O)[O-].[Na+]. (6) Given the product [CH2:1]([O:3][C:4]([C:5]1[C:6]([OH:13])([C:7]2[CH:12]=[CH:11][CH:10]=[CH:9][CH:8]=2)[C:24]2[C:29]([C:14]=1[C:15]1[CH:16]=[CH:17][CH:18]=[CH:19][CH:20]=1)=[CH:28][CH:27]=[C:26]([O:35][CH3:34])[CH:25]=2)=[O:23])[CH3:2], predict the reactants needed to synthesize it. The reactants are: [CH2:1]([O:3][C:4](=[O:23])[CH:5]([CH2:14][C:15]1[CH:20]=[CH:19][CH:18]=[C:17](OC)[CH:16]=1)[C:6](=[O:13])[C:7]1[CH:12]=[CH:11][CH:10]=[CH:9][CH:8]=1)[CH3:2].[C:24]1([Mg]Cl)[CH:29]=[CH:28][CH:27]=[CH:26][CH:25]=1.C1C[O:35][CH2:34]C1. (7) Given the product [CH3:26][CH:17]1[CH2:16][C:14]2[S:15][C:11]([NH:10][S:7]([C:1]3[CH:2]=[CH:3][CH:4]=[CH:5][CH:6]=3)(=[O:9])=[O:8])=[C:12]([C:20]([O:22][CH2:23][CH3:24])=[O:21])[C:13]=2[CH2:19][CH2:18]1, predict the reactants needed to synthesize it. The reactants are: [C:1]1([S:7]([NH:10][C:11]2[S:15][C:14]3[CH2:16][CH2:17][CH2:18][CH2:19][C:13]=3[C:12]=2[C:20]([O:22][CH2:23][CH3:24])=[O:21])(=[O:9])=[O:8])[CH:6]=[CH:5][CH:4]=[CH:3][CH:2]=1.N[C:26]1SC2CC(C)CCC=2C=1C(OCC)=O.C1(S(Cl)(=O)=O)C=CC=CC=1. (8) Given the product [C:1]([O:5][C:6]([NH:8][C@H:9]([CH2:38][C:39]1[CH:44]=[C:43]([F:45])[C:42]([F:46])=[CH:41][C:40]=1[F:47])[CH2:10][C:11]([N:13]1[CH2:17][CH2:16][S:15][C@H:14]1[C:18]([NH:20][CH2:21][C:22]1[CH:23]=[CH:24][C:25]([O:26][C@@H:27]([CH:33]([CH3:34])[CH3:35])[C:28]([OH:30])=[O:29])=[CH:36][CH:37]=1)=[O:19])=[O:12])=[O:7])([CH3:3])([CH3:4])[CH3:2], predict the reactants needed to synthesize it. The reactants are: [C:1]([O:5][C:6]([NH:8][C@H:9]([CH2:38][C:39]1[CH:44]=[C:43]([F:45])[C:42]([F:46])=[CH:41][C:40]=1[F:47])[CH2:10][C:11]([N:13]1[CH2:17][CH2:16][S:15][C@H:14]1[C:18]([NH:20][CH2:21][C:22]1[CH:37]=[CH:36][C:25]([O:26][C@@H:27]([CH:33]([CH3:35])[CH3:34])[C:28]([O:30]CC)=[O:29])=[CH:24][CH:23]=1)=[O:19])=[O:12])=[O:7])([CH3:4])([CH3:3])[CH3:2].O[Li].O. (9) Given the product [N:1]1([CH2:6][C:7]2[CH:23]=[CH:22][C:10]([CH2:11][N:12]3[CH:20]=[C:19]4[C:14]([N:15]=[CH:16][N:17]=[C:18]4[NH:32][CH2:31][C:28]4[CH:29]=[CH:30][C:25]([Cl:24])=[CH:26][C:27]=4[O:33][CH3:34])=[N:13]3)=[CH:9][CH:8]=2)[CH:5]=[CH:4][CH:3]=[N:2]1, predict the reactants needed to synthesize it. The reactants are: [N:1]1([CH2:6][C:7]2[CH:23]=[CH:22][C:10]([CH2:11][N:12]3[CH:20]=[C:19]4[C:14]([N:15]=[CH:16][N:17]=[C:18]4Cl)=[N:13]3)=[CH:9][CH:8]=2)[CH:5]=[CH:4][CH:3]=[N:2]1.[Cl:24][C:25]1[CH:30]=[CH:29][C:28]([CH2:31][NH2:32])=[C:27]([O:33][CH3:34])[CH:26]=1. (10) Given the product [CH3:1][S:2]([O:12][C@H:8]1[C@@H:9]([O:11][S:2]([CH3:1])(=[O:4])=[O:3])[CH2:10][O:6][CH2:7]1)(=[O:4])=[O:3], predict the reactants needed to synthesize it. The reactants are: [CH3:1][S:2](Cl)(=[O:4])=[O:3].[O:6]1[CH2:10][C@H:9]([OH:11])[C@H:8]([OH:12])[CH2:7]1.CCN(CC)CC.